From a dataset of Full USPTO retrosynthesis dataset with 1.9M reactions from patents (1976-2016). Predict the reactants needed to synthesize the given product. (1) Given the product [OH:27][C:28]1[C:37]([CH3:38])=[CH:36][CH:35]=[CH:34][C:29]=1[C:30](=[O:31])[CH:7]=[P:8]([C:15]1[CH:16]=[CH:17][CH:18]=[CH:19][CH:20]=1)([C:9]1[CH:10]=[CH:11][CH:12]=[CH:13][CH:14]=1)[C:21]1[CH:26]=[CH:25][CH:24]=[CH:23][CH:22]=1, predict the reactants needed to synthesize it. The reactants are: C([Li])CCC.[I-].[CH3:7][P+:8]([C:21]1[CH:26]=[CH:25][CH:24]=[CH:23][CH:22]=1)([C:15]1[CH:20]=[CH:19][CH:18]=[CH:17][CH:16]=1)[C:9]1[CH:14]=[CH:13][CH:12]=[CH:11][CH:10]=1.[OH:27][C:28]1[C:37]([CH3:38])=[CH:36][CH:35]=[CH:34][C:29]=1[C:30](OC)=[O:31]. (2) Given the product [F:30][C:31]1[CH:32]=[CH:33][C:34]([C@@H:37]([NH:39][C:11]2[N:16]=[C:15]([NH:17][C:18]3[C:19]([O:24][CH3:25])=[N:20][CH:21]=[CH:22][CH:23]=3)[C:14]([N+:26]([O-:28])=[O:27])=[CH:13][CH:12]=2)[CH3:38])=[N:35][CH:36]=1, predict the reactants needed to synthesize it. The reactants are: C(N(C(C)C)CC)(C)C.Cl[C:11]1[N:16]=[C:15]([NH:17][C:18]2[C:19]([O:24][CH3:25])=[N:20][CH:21]=[CH:22][CH:23]=2)[C:14]([N+:26]([O-:28])=[O:27])=[CH:13][CH:12]=1.Cl.[F:30][C:31]1[CH:32]=[CH:33][C:34]([C@@H:37]([NH2:39])[CH3:38])=[N:35][CH:36]=1. (3) Given the product [Cl:1][C:2]1[CH:3]=[C:4]([CH:28]=[CH:29][C:30]=1[Cl:31])[CH2:5][N:6]([O:18][CH2:19][CH2:20][CH2:21][N:22]1[CH2:27][CH2:26][O:25][CH2:24][CH2:23]1)[C:7]([C:8]1[CH2:34][N:35]([CH3:36])[C:13](=[O:14])[C:9]=1[OH:10])=[O:17], predict the reactants needed to synthesize it. The reactants are: [Cl:1][C:2]1[CH:3]=[C:4]([CH:28]=[CH:29][C:30]=1[Cl:31])[CH2:5][N:6]([O:18][CH2:19][CH2:20][CH2:21][N:22]1[CH2:27][CH2:26][O:25][CH2:24][CH2:23]1)[C:7](=[O:17])[CH:8]=[C:9]1[C:13](=[O:14])OC(C)(C)[O:10]1.C=O.[CH3:34][NH2:35].[CH3:36]O.